Predict the product of the given reaction. From a dataset of Forward reaction prediction with 1.9M reactions from USPTO patents (1976-2016). (1) The product is: [CH3:1][C:2]1[CH:11]=[CH:10][C:5]([C:6]([O:8][CH3:9])=[O:7])=[CH:4][C:3]=1[N:12]1[CH:21]=[CH:20][C:19]2[C:14](=[CH:15][C:16]([N:87]3[CH2:88][CH2:89][N:84]([CH3:83])[CH2:85][CH2:86]3)=[CH:17][CH:18]=2)[C:13]1=[O:30]. Given the reactants [CH3:1][C:2]1[CH:11]=[CH:10][C:5]([C:6]([O:8][CH3:9])=[O:7])=[CH:4][C:3]=1[N:12]1[CH:21]=[CH:20][C:19]2[C:14](=[CH:15][C:16](OS(C(F)(F)F)(=O)=O)=[CH:17][CH:18]=2)[C:13]1=[O:30].C1C=CC(P(C2C(C3C(P(C4C=CC=CC=4)C4C=CC=CC=4)=CC=C4C=3C=CC=C4)=C3C(C=CC=C3)=CC=2)C2C=CC=CC=2)=CC=1.C(=O)([O-])[O-].[Cs+].[Cs+].[CH3:83][N:84]1[CH2:89][CH2:88][NH:87][CH2:86][CH2:85]1, predict the reaction product. (2) The product is: [C:42]([O:45][C:46](=[O:47])[NH:8][C:6]1[CH:7]=[C:2]([F:1])[C:3]([C:12]([F:13])([F:14])[F:15])=[CH:4][C:5]=1[N+:9]([O-:11])=[O:10])([CH3:44])([CH3:43])[CH3:41]. Given the reactants [F:1][C:2]1[C:3]([C:12]([F:15])([F:14])[F:13])=[CH:4][C:5]([N+:9]([O-:11])=[O:10])=[C:6]([NH2:8])[CH:7]=1.NC1C=CC(C(F)(F)F)=C(F)C=1.CC(OC(C)=O)=O.[N+]([O-])(O)=O.[OH-].[Na+].[CH3:41][C:42]([O:45][C:46](O[C:46]([O:45][C:42]([CH3:44])([CH3:43])[CH3:41])=[O:47])=[O:47])([CH3:44])[CH3:43].C(O)(C(F)(F)F)=O, predict the reaction product. (3) Given the reactants [NH2:1][C:2]1[N:7]=[C:6](S(C)=O)[C:5]([C:11]2[CH:12]=[CH:13][C:14](=[O:20])[N:15]([CH:17]([CH3:19])[CH3:18])[N:16]=2)=[C:4]([C:21]2[CH:26]=[CH:25][CH:24]=[CH:23][CH:22]=2)[N:3]=1.[CH:27]1([OH:31])[CH2:30][CH2:29][CH2:28]1, predict the reaction product. The product is: [NH2:1][C:2]1[N:7]=[C:6]([O:31][CH:27]2[CH2:30][CH2:29][CH2:28]2)[C:5]([C:11]2[CH:12]=[CH:13][C:14](=[O:20])[N:15]([CH:17]([CH3:19])[CH3:18])[N:16]=2)=[C:4]([C:21]2[CH:26]=[CH:25][CH:24]=[CH:23][CH:22]=2)[N:3]=1. (4) Given the reactants Cl.[O:2]1[CH2:8][CH2:7][CH2:6][NH:5][CH2:4][CH2:3]1.C([O-])(=O)C.[Na+].C(O)(=O)C.[Cl:18][CH2:19][C:20](Cl)=[O:21].C(=O)([O-])O.[Na+], predict the reaction product. The product is: [Cl:18][CH2:19][C:20]([N:5]1[CH2:6][CH2:7][CH2:8][O:2][CH2:3][CH2:4]1)=[O:21]. (5) Given the reactants Cl[C:2]1[CH:3]=[C:4]([C:9]2[N:13]3[C:14]4[N:22]=[C:21]([O:23][CH3:24])[CH:20]=[CH:19][C:15]=4[N:16]=[C:17]([CH3:18])[C:12]3=[C:11]([CH3:25])[N:10]=2)[CH:5]=[C:6]([Cl:8])[CH:7]=1.ClC1C=C[C:30]([O:36]C)=C(B(O)O)C=1.C([O-])([O-])=O.[K+].[K+], predict the reaction product. The product is: [Cl:8][C:6]1[CH:7]=[CH:2][C:3]([O:36][CH3:30])=[C:4]([C:9]2[N:13]3[C:14]4[N:22]=[C:21]([O:23][CH3:24])[CH:20]=[CH:19][C:15]=4[N:16]=[C:17]([CH3:18])[C:12]3=[C:11]([CH3:25])[N:10]=2)[CH:5]=1. (6) Given the reactants [O:1]1[C:6]2[CH:7]=[CH:8][C:9](C=O)=[CH:10][C:5]=2[O:4][CH2:3][CH2:2]1.ClC1C=CC=C(C(OO)=[O:21])C=1, predict the reaction product. The product is: [O:1]1[C:6]2[CH:7]=[CH:8][C:9]([OH:21])=[CH:10][C:5]=2[O:4][CH2:3][CH2:2]1. (7) Given the reactants [Li+].CC([N-]C(C)C)C.[Br:9][C:10]1[CH:11]=[N:12][CH:13]=[C:14]([F:16])[CH:15]=1.[Cl:17][CH2:18][CH2:19][CH2:20]I, predict the reaction product. The product is: [Br:9][C:10]1[CH:11]=[N:12][CH:13]=[C:14]([F:16])[C:15]=1[CH2:20][CH2:19][CH2:18][Cl:17]. (8) The product is: [N:1]1[C:2]2[CH:3]=[CH:4][N:5]=[CH:6][C:7]=2[C:8](=[O:10])[NH:13][CH:11]=1. Given the reactants [NH2:1][C:2]1[C:7]([C:8]([OH:10])=O)=[CH:6][N:5]=[CH:4][CH:3]=1.[CH:11]([NH2:13])=O, predict the reaction product.